This data is from Catalyst prediction with 721,799 reactions and 888 catalyst types from USPTO. The task is: Predict which catalyst facilitates the given reaction. (1) Reactant: Br[CH2:2][CH2:3][O:4][C:5]([C:18]1[CH:23]=[CH:22][CH:21]=[CH:20][CH:19]=1)([C:12]1[CH:17]=[CH:16][CH:15]=[CH:14][CH:13]=1)[C:6]1[CH:11]=[CH:10][CH:9]=[CH:8][CH:7]=1.CCN(CC)CC.[CH:31]([NH:34][CH2:35][CH2:36][OH:37])([CH3:33])[CH3:32]. Product: [CH:31]([N:34]([CH2:2][CH2:3][O:4][C:5]([C:18]1[CH:23]=[CH:22][CH:21]=[CH:20][CH:19]=1)([C:12]1[CH:17]=[CH:16][CH:15]=[CH:14][CH:13]=1)[C:6]1[CH:11]=[CH:10][CH:9]=[CH:8][CH:7]=1)[CH2:35][CH2:36][OH:37])([CH3:33])[CH3:32]. The catalyst class is: 23. (2) Reactant: [F:1][C:2]1[CH:7]=[CH:6][C:5]([C:8]2[C:9]([C:21]3[CH:26]=[CH:25][CH:24]=[CH:23][CH:22]=3)=[C:10]([C:18]([OH:20])=O)[N:11]([CH:15]([CH3:17])[CH3:16])[C:12]=2[CH:13]=[O:14])=[CH:4][CH:3]=1.[OH-].[NH4+:28]. Product: [F:1][C:2]1[CH:7]=[CH:6][C:5]([C:8]2[C:9]([C:21]3[CH:26]=[CH:25][CH:24]=[CH:23][CH:22]=3)=[C:10]([C:18]([NH2:28])=[O:20])[N:11]([CH:15]([CH3:17])[CH3:16])[C:12]=2[CH:13]=[O:14])=[CH:4][CH:3]=1. The catalyst class is: 309. (3) Reactant: O[CH2:2][CH:3]1[CH2:7][O:6][C:5](=[O:8])[O:4]1.Cl[C:10]([O:12][CH3:13])=[O:11]. Product: [C:10]([CH2:2][CH:3]1[CH2:7][O:6][C:5](=[O:8])[O:4]1)([O:12][CH3:13])=[O:11]. The catalyst class is: 17. (4) Reactant: C(OC([N:8]1[CH2:11][CH:10]([N:12]2[CH2:15][CH:14]([OH:16])[CH2:13]2)[CH2:9]1)=O)(C)(C)C. Product: [N:12]1([CH:10]2[CH2:11][NH:8][CH2:9]2)[CH2:15][CH:14]([OH:16])[CH2:13]1. The catalyst class is: 157. (5) Reactant: [CH3:1][C:2]1[CH:3]=[C:4]([C:8]2[N:13]=[C:12]([C:14](OC)=[O:15])[C:11]([C:18]3[CH:23]=[CH:22][CH:21]=[CH:20][CH:19]=3)=[N:10][CH:9]=2)[CH:5]=[N:6][CH:7]=1.C[Si](C)(C)[O-].[K+].[CH3:30][O:31][C:32]1[CH:33]=[CH:34][C:35]([CH2:40][NH2:41])=[N:36][C:37]=1[O:38][CH3:39].C(Cl)CCl.C1C=NC2N(O)N=NC=2C=1.C(N(CC)CC)C. Product: [CH3:30][O:31][C:32]1[CH:33]=[CH:34][C:35]([CH2:40][NH:41][C:14]([C:12]2[C:11]([C:18]3[CH:23]=[CH:22][CH:21]=[CH:20][CH:19]=3)=[N:10][CH:9]=[C:8]([C:4]3[CH:5]=[N:6][CH:7]=[C:2]([CH3:1])[CH:3]=3)[N:13]=2)=[O:15])=[N:36][C:37]=1[O:38][CH3:39]. The catalyst class is: 118.